From a dataset of NCI-60 drug combinations with 297,098 pairs across 59 cell lines. Regression. Given two drug SMILES strings and cell line genomic features, predict the synergy score measuring deviation from expected non-interaction effect. (1) Drug 1: CC1=C(C=C(C=C1)NC(=O)C2=CC=C(C=C2)CN3CCN(CC3)C)NC4=NC=CC(=N4)C5=CN=CC=C5. Cell line: SF-539. Drug 2: CC(C)NC(=O)C1=CC=C(C=C1)CNNC.Cl. Synergy scores: CSS=15.2, Synergy_ZIP=-6.93, Synergy_Bliss=-0.763, Synergy_Loewe=0.229, Synergy_HSA=1.04. (2) Drug 1: CC1=C(C(=CC=C1)Cl)NC(=O)C2=CN=C(S2)NC3=CC(=NC(=N3)C)N4CCN(CC4)CCO. Drug 2: C1CNP(=O)(OC1)N(CCCl)CCCl. Cell line: OVCAR-4. Synergy scores: CSS=1.98, Synergy_ZIP=-0.166, Synergy_Bliss=-0.492, Synergy_Loewe=-57.7, Synergy_HSA=-2.08. (3) Drug 1: COC1=CC(=CC(=C1O)OC)C2C3C(COC3=O)C(C4=CC5=C(C=C24)OCO5)OC6C(C(C7C(O6)COC(O7)C8=CC=CS8)O)O. Drug 2: C1CCC(CC1)NC(=O)N(CCCl)N=O. Cell line: DU-145. Synergy scores: CSS=10.0, Synergy_ZIP=-4.08, Synergy_Bliss=-9.20, Synergy_Loewe=-23.2, Synergy_HSA=-8.21. (4) Drug 2: C(CN)CNCCSP(=O)(O)O. Drug 1: CC12CCC3C(C1CCC2O)C(CC4=C3C=CC(=C4)O)CCCCCCCCCS(=O)CCCC(C(F)(F)F)(F)F. Synergy scores: CSS=-5.19, Synergy_ZIP=-0.0940, Synergy_Bliss=-4.42, Synergy_Loewe=-4.82, Synergy_HSA=-5.55. Cell line: SNB-19. (5) Drug 1: C1=CC(=CC=C1CCC2=CNC3=C2C(=O)NC(=N3)N)C(=O)NC(CCC(=O)O)C(=O)O. Drug 2: C1=C(C(=O)NC(=O)N1)F. Cell line: NCI-H460. Synergy scores: CSS=66.8, Synergy_ZIP=-6.07, Synergy_Bliss=-9.62, Synergy_Loewe=-4.96, Synergy_HSA=-3.58. (6) Drug 1: CC1=C2C(C(=O)C3(C(CC4C(C3C(C(C2(C)C)(CC1OC(=O)C(C(C5=CC=CC=C5)NC(=O)OC(C)(C)C)O)O)OC(=O)C6=CC=CC=C6)(CO4)OC(=O)C)O)C)O. Drug 2: CCN(CC)CCNC(=O)C1=C(NC(=C1C)C=C2C3=C(C=CC(=C3)F)NC2=O)C. Cell line: MOLT-4. Synergy scores: CSS=21.5, Synergy_ZIP=9.92, Synergy_Bliss=5.85, Synergy_Loewe=2.90, Synergy_HSA=2.58. (7) Drug 1: C1=CC=C(C=C1)NC(=O)CCCCCCC(=O)NO. Drug 2: CC1C(C(CC(O1)OC2CC(CC3=C2C(=C4C(=C3O)C(=O)C5=CC=CC=C5C4=O)O)(C(=O)C)O)N)O. Cell line: UACC-257. Synergy scores: CSS=68.8, Synergy_ZIP=-4.67, Synergy_Bliss=-2.88, Synergy_Loewe=0.804, Synergy_HSA=2.31. (8) Drug 1: C1=CC(=C2C(=C1NCCNCCO)C(=O)C3=C(C=CC(=C3C2=O)O)O)NCCNCCO. Drug 2: COC1=CC(=CC(=C1O)OC)C2C3C(COC3=O)C(C4=CC5=C(C=C24)OCO5)OC6C(C(C7C(O6)COC(O7)C8=CC=CS8)O)O. Cell line: SW-620. Synergy scores: CSS=27.8, Synergy_ZIP=-14.1, Synergy_Bliss=-16.9, Synergy_Loewe=-12.9, Synergy_HSA=-10.3. (9) Drug 1: C1C(C(OC1N2C=C(C(=O)NC2=O)F)CO)O. Drug 2: CC1=C(C=C(C=C1)NC(=O)C2=CC=C(C=C2)CN3CCN(CC3)C)NC4=NC=CC(=N4)C5=CN=CC=C5. Cell line: A549. Synergy scores: CSS=4.66, Synergy_ZIP=-6.23, Synergy_Bliss=-6.63, Synergy_Loewe=-38.1, Synergy_HSA=-9.31. (10) Drug 1: CS(=O)(=O)OCCCCOS(=O)(=O)C. Drug 2: C(CN)CNCCSP(=O)(O)O. Cell line: MALME-3M. Synergy scores: CSS=8.67, Synergy_ZIP=-3.58, Synergy_Bliss=-1.65, Synergy_Loewe=-3.43, Synergy_HSA=-2.20.